This data is from Full USPTO retrosynthesis dataset with 1.9M reactions from patents (1976-2016). The task is: Predict the reactants needed to synthesize the given product. (1) Given the product [CH2:1]([O:3][C:4](=[O:38])[CH:5]=[CH:6][C:7]1[CH:8]=[N:9][CH:10]=[CH:11][C:12]=1[N:13]1[CH2:18][CH2:17][CH:16]([CH2:19][O:20][C:21]2[CH:30]=[C:29]3[C:24]([CH2:25][CH2:26][NH:27][CH2:28]3)=[CH:23][CH:22]=2)[CH2:15][CH2:14]1)[CH3:2], predict the reactants needed to synthesize it. The reactants are: [CH2:1]([O:3][C:4](=[O:38])[CH:5]=[CH:6][C:7]1[CH:8]=[N:9][CH:10]=[CH:11][C:12]=1[N:13]1[CH2:18][CH2:17][CH:16]([CH2:19][O:20][C:21]2[CH:30]=[C:29]3[C:24]([CH2:25][CH2:26][N:27](C(OC(C)(C)C)=O)[CH2:28]3)=[CH:23][CH:22]=2)[CH2:15][CH2:14]1)[CH3:2].FC(F)(F)C(O)=O. (2) Given the product [F:24][C:21]1[C:22]([F:23])=[C:15]([C:2]2[CH:3]=[CH:4][C:5]3[C:10](=[CH:9][CH:8]=[CH:7][CH:6]=3)[CH:1]=2)[C:16]([F:26])=[C:17]([F:25])[C:18]=1[C:19]#[N:20], predict the reactants needed to synthesize it. The reactants are: [CH:1]1[C:10]2[C:5](=[CH:6][CH:7]=[CH:8][CH:9]=2)[CH:4]=[CH:3][C:2]=1B(O)O.Br[C:15]1[C:22]([F:23])=[C:21]([F:24])[C:18]([C:19]#[N:20])=[C:17]([F:25])[C:16]=1[F:26].O.C1(P(C2CCCCC2)C2C=CC=CC=2C2C(OC)=CC=C(S([O-])(=O)=O)C=2OC)CCCCC1.[Na+].[O-]P([O-])([O-])=O.[K+].[K+].[K+]. (3) Given the product [C:18]([C@@H:17]([NH:16][C:2]1[C:11]([C:12]([OH:14])=[O:13])=[CH:10][C:9]2[C:4](=[CH:5][CH:6]=[C:7]([Cl:15])[CH:8]=2)[N:3]=1)[CH2:21][C:22]1[CH:23]=[CH:24][C:25]([O:28][C:29]2[C:34]([Cl:35])=[CH:33][C:32]([Cl:36])=[CH:31][N:30]=2)=[CH:26][CH:27]=1)([OH:20])=[O:19], predict the reactants needed to synthesize it. The reactants are: Cl[C:2]1[C:11]([C:12]([OH:14])=[O:13])=[CH:10][C:9]2[C:4](=[CH:5][CH:6]=[C:7]([Cl:15])[CH:8]=2)[N:3]=1.[NH2:16][C@@H:17]([CH2:21][C:22]1[CH:27]=[CH:26][C:25]([O:28][C:29]2[C:34]([Cl:35])=[CH:33][C:32]([Cl:36])=[CH:31][N:30]=2)=[CH:24][CH:23]=1)[C:18]([OH:20])=[O:19].